Predict the product of the given reaction. From a dataset of Forward reaction prediction with 1.9M reactions from USPTO patents (1976-2016). (1) Given the reactants [CH:1]1([CH2:5][C:6]([NH:8][C:9]2[CH:14]=[CH:13][N:12]([CH2:15][CH2:16][CH:17]([F:29])[CH2:18][N:19]3[CH:23]=[C:22]([C:24]([O:26]CC)=[O:25])[N:21]=[N:20]3)[C:11](=[O:30])[C:10]=2[F:31])=[O:7])[CH2:4][CH2:3][CH2:2]1.[OH-].[Li+:33], predict the reaction product. The product is: [CH:1]1([CH2:5][C:6]([NH:8][C:9]2[CH:14]=[CH:13][N:12]([CH2:15][CH2:16][CH:17]([F:29])[CH2:18][N:19]3[CH:23]=[C:22]([C:24]([O-:26])=[O:25])[N:21]=[N:20]3)[C:11](=[O:30])[C:10]=2[F:31])=[O:7])[CH2:4][CH2:3][CH2:2]1.[Li+:33]. (2) Given the reactants [F:1][C:2]1[CH:7]=[C:6]([F:8])[CH:5]=[CH:4][C:3]=1[NH:9][C:10]([CH:12]1[CH2:21][C:20]2[C:15](=[CH:16][CH:17]=[CH:18][CH:19]=2)[CH2:14][NH:13]1)=[O:11].[CH2:22](Br)[C:23]1[CH:28]=[CH:27][CH:26]=[CH:25][CH:24]=1.C(N(CC)CC)C.C(O)(=O)CC(CC(O)=O)(C(O)=O)O, predict the reaction product. The product is: [CH2:22]([N:13]1[CH:12]([C:10]([NH:9][C:3]2[CH:4]=[CH:5][C:6]([F:8])=[CH:7][C:2]=2[F:1])=[O:11])[CH2:21][C:20]2[C:15](=[CH:16][CH:17]=[CH:18][CH:19]=2)[CH2:14]1)[C:23]1[CH:28]=[CH:27][CH:26]=[CH:25][CH:24]=1. (3) The product is: [CH:1]1([C:4]2[CH:5]=[CH:6][C:7]([CH:8]=[O:9])=[CH:10][CH:11]=2)[CH2:3][CH2:2][CH2:14][CH2:13]1. Given the reactants [CH:1]1([C:4]2[CH:11]=[CH:10][C:7]([CH:8]=[O:9])=[CH:6][CH:5]=2)[CH2:3][CH2:2]1.Br[C:13]1C=CC(C2CCCC2)=C[CH:14]=1.[Li]CCCC.CCCCCC.CN(C=O)C, predict the reaction product. (4) The product is: [CH3:11][C:8]1([CH3:12])[CH2:7][CH2:6][C:5]([CH3:14])([CH3:13])[CH:4]([CH2:1][C:2](=[O:17])[CH3:3])[C:9]1=[O:10]. Given the reactants [CH2:1]([CH:4]1[C:9](=[O:10])[C:8]([CH3:12])([CH3:11])[CH2:7][CH2:6][C:5]1([CH3:14])[CH3:13])[CH:2]=[CH2:3].CC(N(C)C)=[O:17], predict the reaction product. (5) Given the reactants Br[C:2]1[S:3][CH:4]=[CH:5][C:6]=1[CH2:7][CH2:8][CH2:9][CH2:10][CH2:11][CH2:12][CH2:13][CH3:14].[C:15]([Cu])#[N:16], predict the reaction product. The product is: [C:15]([C:2]1[S:3][CH:4]=[CH:5][C:6]=1[CH2:7][CH2:8][CH2:9][CH2:10][CH2:11][CH2:12][CH2:13][CH3:14])#[N:16]. (6) Given the reactants [CH3:1][O:2][C:3]1[CH:4]=[C:5]([CH2:9][C:10](Cl)=[O:11])[CH:6]=[CH:7][CH:8]=1.[F:13][C:14]1[CH:20]=[CH:19][C:17]([NH2:18])=[CH:16][CH:15]=1, predict the reaction product. The product is: [F:13][C:14]1[CH:20]=[CH:19][C:17]([NH:18][C:10](=[O:11])[CH2:9][C:5]2[CH:6]=[CH:7][CH:8]=[C:3]([O:2][CH3:1])[CH:4]=2)=[CH:16][CH:15]=1. (7) Given the reactants [Br:1][C:2]1[CH:6]=[CH:5][N:4]([C:7]2[C:12]([Cl:13])=[CH:11][CH:10]=[CH:9][N:8]=2)[N:3]=1.[Li+].CC([N-]C(C)C)C.[C:22](=[O:24])=[O:23].[OH-].[Na+], predict the reaction product. The product is: [Br:1][C:2]1[CH:6]=[C:5]([C:22]([OH:24])=[O:23])[N:4]([C:7]2[C:12]([Cl:13])=[CH:11][CH:10]=[CH:9][N:8]=2)[N:3]=1.